From a dataset of Reaction yield outcomes from USPTO patents with 853,638 reactions. Predict the reaction yield, written as a fraction of the theoretical maximum amount of product (1.0 means a 100% yield; for example, 0.34 means a 34% yield). (1) The reactants are [F:1][C:2]([F:24])([F:23])[CH:3]([C:14]1[CH:19]=[C:18]([Cl:20])[C:17]([Cl:21])=[C:16]([Cl:22])[CH:15]=1)/[CH:4]=[CH:5]/[C:6]1[CH:11]=[CH:10][C:9]([O:12][NH2:13])=[CH:8][CH:7]=1.CCN=C=NCCCN(C)C.Cl.C1C=CC2N(O)N=NC=2C=1.CCN(C(C)C)C(C)C.[CH:56]1([C:59](O)=[O:60])[CH2:58][CH2:57]1. The catalyst is C(Cl)Cl.O. The product is [F:24][C:2]([F:1])([F:23])[CH:3]([C:14]1[CH:15]=[C:16]([Cl:22])[C:17]([Cl:21])=[C:18]([Cl:20])[CH:19]=1)/[CH:4]=[CH:5]/[C:6]1[CH:11]=[CH:10][C:9]([O:12][NH:13][C:59]([CH:56]2[CH2:58][CH2:57]2)=[O:60])=[CH:8][CH:7]=1. The yield is 0.340. (2) The catalyst is CN(C=O)C.C1(C)C=CC=CC=1. The yield is 0.670. The product is [CH3:28][O:29][C:30]1[CH:31]=[C:32]([CH:35]=[CH:36][C:37]=1[O:38][CH3:39])[CH2:23][N:21]1[CH:20]=[C:14]([C:5]2[CH:6]=[CH:7][C:8]([O:9][CH2:10][CH2:11][O:12][CH3:13])=[C:3]([O:2][CH3:1])[CH:4]=2)[C:15](=[O:19])[C:16]([C:17]#[N:18])=[CH:22]1. The reactants are [CH3:1][O:2][C:3]1[CH:4]=[C:5]([CH2:14][C:15](=[O:19])[CH2:16][C:17]#[N:18])[CH:6]=[CH:7][C:8]=1[O:9][CH2:10][CH2:11][O:12][CH3:13].[CH3:20][N:21]([CH:23](OC)OC)[CH3:22].[CH3:28][O:29][C:30]1[CH:31]=[C:32]([CH:35]=[CH:36][C:37]=1[O:38][CH3:39])CN. (3) The reactants are [NH2:1][C:2]1[CH:6]=[CH:5][NH:4][N:3]=1.[Br:7][CH:8]([CH:11]=O)[CH:9]=O. The catalyst is C(O)(=O)C. The product is [Br:7][C:8]1[CH:9]=[N:1][C:2]2[N:3]([N:4]=[CH:5][CH:6]=2)[CH:11]=1. The yield is 0.420. (4) The reactants are [CH3:1][C:2]1([CH3:39])[CH2:11][C:10](=[O:12])[C:9]2[C:4](=[CH:5][CH:6]=[C:7]([N:13]3[C:18](=[O:19])[C:17]([CH2:20][C:21]4[CH:26]=[CH:25][C:24]([C:27]5[C:28]([C:33]#[N:34])=[CH:29][CH:30]=[CH:31][CH:32]=5)=[CH:23][CH:22]=4)=[C:16]([CH2:35][CH2:36][CH3:37])[N:15]=[C:14]3[CH3:38])[CH:8]=2)[O:3]1.[BH4-].[Na+].S([O-])(O)(=O)=O.[K+]. The catalyst is CO.O1CCCC1. The product is [OH:12][CH:10]1[C:9]2[C:4](=[CH:5][CH:6]=[C:7]([N:13]3[C:18](=[O:19])[C:17]([CH2:20][C:21]4[CH:26]=[CH:25][C:24]([C:27]5[C:28]([C:33]#[N:34])=[CH:29][CH:30]=[CH:31][CH:32]=5)=[CH:23][CH:22]=4)=[C:16]([CH2:35][CH2:36][CH3:37])[N:15]=[C:14]3[CH3:38])[CH:8]=2)[O:3][C:2]([CH3:1])([CH3:39])[CH2:11]1. The yield is 1.00.